Predict the product of the given reaction. From a dataset of Forward reaction prediction with 1.9M reactions from USPTO patents (1976-2016). The product is: [OH:27][CH:14]([C:15]([OH:30])([CH3:17])[CH3:16])[CH2:13][CH2:12][O:11][C:9]1[CH:10]=[C:2]([F:1])[CH:3]=[C:4]([NH:18][C:19]2[CH:24]=[CH:23][C:22]([I:25])=[CH:21][C:20]=2[F:26])[C:5]=1[C:6]([NH2:8])=[O:7]. Given the reactants [F:1][C:2]1[CH:10]=[C:9]([O:11][CH2:12][CH2:13][CH:14]=[C:15]([CH3:17])[CH3:16])[C:5]([C:6]([NH2:8])=[O:7])=[C:4]([NH:18][C:19]2[CH:24]=[CH:23][C:22]([I:25])=[CH:21][C:20]=2[F:26])[CH:3]=1.[OH2:27].CC(C)=[O:30], predict the reaction product.